Dataset: CYP1A2 inhibition data for predicting drug metabolism from PubChem BioAssay. Task: Regression/Classification. Given a drug SMILES string, predict its absorption, distribution, metabolism, or excretion properties. Task type varies by dataset: regression for continuous measurements (e.g., permeability, clearance, half-life) or binary classification for categorical outcomes (e.g., BBB penetration, CYP inhibition). Dataset: cyp1a2_veith. (1) The molecule is CC(O)CNCc1ccc(-c2ccccc2)cc1.Cl. The result is 1 (inhibitor). (2) The compound is COc1cc2c(cc1OC)C(C(=O)NCc1cccnc1)C(c1cccnc1)N(C)C2=O. The result is 0 (non-inhibitor). (3) The molecule is COc1ccc(-n2c(=O)cnc3cnc(N4CCN(C)CC4)nc32)cc1. The result is 1 (inhibitor).